From a dataset of Full USPTO retrosynthesis dataset with 1.9M reactions from patents (1976-2016). Predict the reactants needed to synthesize the given product. (1) Given the product [CH3:18][O:35][CH2:33][O:34][C:9]1[CH:8]=[C:7]([CH:6]=[C:5]([O:4][CH2:3][O:2][CH3:1])[CH:10]=1)[CH2:15][O:16][Si:26]([C:23]([CH3:25])([CH3:24])[CH3:22])([CH3:28])[CH3:27], predict the reactants needed to synthesize it. The reactants are: [CH3:1][O:2][CH2:3][O:4][C:5]1[CH:6]=[C:7]([CH2:15][OH:16])[CH:8]=[CH:9][C:10]=1OCOC.N1C=CN=[CH:18]1.[CH3:22][C:23]([Si:26](Cl)([CH3:28])[CH3:27])([CH3:25])[CH3:24].CN([CH:33]=[O:34])C.[OH2:35]. (2) Given the product [CH3:11][N:12]1[CH2:17][CH2:16][N:15]([C:2]2[C:7]([N+:8]([O-:10])=[O:9])=[CH:6][CH:5]=[CH:4][N:3]=2)[CH2:14][CH2:13]1, predict the reactants needed to synthesize it. The reactants are: Cl[C:2]1[C:7]([N+:8]([O-:10])=[O:9])=[CH:6][CH:5]=[CH:4][N:3]=1.[CH3:11][N:12]1[CH2:17][CH2:16][NH:15][CH2:14][CH2:13]1.C(=O)([O-])[O-].[Cs+].[Cs+]. (3) Given the product [C:1]([O:5][C:6](=[O:17])[NH:7][CH:8]([CH:11]([OH:16])[C:12](=[NH:15])[NH:13][O:14][C:18](=[O:25])[C:19]1[CH:24]=[CH:23][CH:22]=[CH:21][CH:20]=1)[CH2:9][CH3:10])([CH3:2])([CH3:3])[CH3:4], predict the reactants needed to synthesize it. The reactants are: [C:1]([O:5][C:6](=[O:17])[NH:7][C@H:8]([CH:11]([OH:16])[C:12](=[NH:15])[NH:13][OH:14])[CH2:9][CH3:10])([CH3:4])([CH3:3])[CH3:2].[C:18](O)(=[O:25])[C:19]1[CH:24]=[CH:23][CH:22]=[CH:21][CH:20]=1.CCN=C=NCCCN(C)C.C1C=CC2N(O)N=NC=2C=1.C(N(CC)CC)C.